Predict the product of the given reaction. From a dataset of Forward reaction prediction with 1.9M reactions from USPTO patents (1976-2016). (1) Given the reactants [Cl-:1].[CH3:2][N+:3]1[CH:7]=[CH:6][N:5]([CH:8]2[CH2:12][CH2:11][N:10]([C:13]3[CH:18]=[CH:17][C:16]([N+:19]([O-])=O)=[C:15](C)[CH:14]=3)[CH2:9]2)[CH:4]=1, predict the reaction product. The product is: [ClH:1].[Cl-:1].[CH3:2][NH+:3]1[CH:7]=[CH:6][N:5]([CH:8]2[CH2:12][CH2:11][N:10]([C:13]3[CH:18]=[CH:17][C:16]([NH2:19])=[CH:15][CH:14]=3)[CH2:9]2)[CH2:4]1. (2) The product is: [Cl:19][C:17]1[CH:16]=[N:15][C:4]2[N:5]=[C:6]([N:8]3[CH2:13][CH2:12][N:11]([CH3:14])[CH2:10][CH2:9]3)[N:7]=[C:2]([NH:21][NH2:22])[C:3]=2[CH:18]=1. Given the reactants Cl[C:2]1[C:3]2[CH:18]=[C:17]([Cl:19])[CH:16]=[N:15][C:4]=2[N:5]=[C:6]([N:8]2[CH2:13][CH2:12][N:11]([CH3:14])[CH2:10][CH2:9]2)[N:7]=1.O.[NH2:21][NH2:22], predict the reaction product. (3) The product is: [CH3:70][C@H:67]1[CH2:68][CH2:69][C@H:64]([C:62]([N:58]([CH:59]([CH3:61])[CH3:60])[C:51]2[CH:50]=[C:49]([C:46]3[CH:47]=[CH:48][C:43]([NH:42][C:6]([C:4]4[N:3]=[CH:2][O:1][CH:5]=4)=[O:8])=[CH:44][CH:45]=3)[S:53][C:52]=2[C:54]([O:56][CH3:57])=[O:55])=[O:63])[CH2:65][CH2:66]1. Given the reactants [O:1]1[CH:5]=[C:4]([C:6]([OH:8])=O)[N:3]=[CH:2]1.CCN(C(C)C)C(C)C.CN(C(ON1N=NC2C=CC=NC1=2)=[N+](C)C)C.F[P-](F)(F)(F)(F)F.[NH2:42][C:43]1[CH:48]=[CH:47][C:46]([C:49]2[S:53][C:52]([C:54]([O:56][CH3:57])=[O:55])=[C:51]([N:58]([C:62]([C@H:64]3[CH2:69][CH2:68][C@H:67]([CH3:70])[CH2:66][CH2:65]3)=[O:63])[CH:59]([CH3:61])[CH3:60])[CH:50]=2)=[CH:45][CH:44]=1, predict the reaction product. (4) Given the reactants [F:1][C:2]1[C:3]([O:28][CH2:29][C:30]2[CH:35]=[CH:34][C:33]([CH:36]3[CH2:41][CH2:40][NH:39][CH2:38][CH2:37]3)=[CH:32][CH:31]=2)=[C:4]([C:8]2[N:13]=[C:12]([N:14]3[C:18]([C:19]([F:22])([F:21])[F:20])=[C:17]([C:23]([O:25][CH2:26][CH3:27])=[O:24])[CH:16]=[N:15]3)[CH:11]=[CH:10][CH:9]=2)[CH:5]=[CH:6][CH:7]=1.C(N(C(C)C)CC)(C)C.[CH:51]1([C:54](Cl)=[O:55])[CH2:53][CH2:52]1, predict the reaction product. The product is: [CH:51]1([C:54]([N:39]2[CH2:40][CH2:41][CH:36]([C:33]3[CH:32]=[CH:31][C:30]([CH2:29][O:28][C:3]4[C:2]([F:1])=[CH:7][CH:6]=[CH:5][C:4]=4[C:8]4[N:13]=[C:12]([N:14]5[C:18]([C:19]([F:21])([F:22])[F:20])=[C:17]([C:23]([O:25][CH2:26][CH3:27])=[O:24])[CH:16]=[N:15]5)[CH:11]=[CH:10][CH:9]=4)=[CH:35][CH:34]=3)[CH2:37][CH2:38]2)=[O:55])[CH2:53][CH2:52]1. (5) Given the reactants [OH2:1].[CH2:2]([N:9]1[C:16](=[O:17])[CH:15]([C:18]2[CH:23]=[CH:22][CH:21]=[CH:20][CH:19]=2)[C:13](=[O:14])[NH:12][C:10]1=[O:11])[C:3]1[CH:8]=[CH:7][CH:6]=[CH:5][CH:4]=1, predict the reaction product. The product is: [CH2:2]([N:9]1[C:16](=[O:17])[CH:15]([C:18]2[CH:23]=[CH:22][CH:21]=[CH:20][CH:19]=2)[C:13](=[O:14])[NH:12][C:10]1=[O:11])[C:3]1[CH:4]=[CH:5][CH:6]=[CH:7][CH:8]=1.[CH3:18][C:15]([CH3:16])=[O:1]. (6) Given the reactants [CH3:1][O:2][C:3]([C:5]1[S:6][C:7]([CH:13]([OH:15])[CH3:14])=[C:8]2[CH2:12][CH2:11][CH2:10][C:9]=12)=[O:4], predict the reaction product. The product is: [CH3:1][O:2][C:3]([C:5]1[S:6][C:7]([C:13](=[O:15])[CH3:14])=[C:8]2[CH2:12][CH2:11][CH2:10][C:9]=12)=[O:4]. (7) Given the reactants [CH3:1][NH:2][CH:3]1[CH2:16][C:15]2[C:6]([CH3:25])([CH:7]3[CH:12]([CH2:13][CH:14]=2)[CH:11]2[CH2:17][CH2:18][CH:19]4[CH:20]([CH3:24])[N:21]([CH3:23])[CH2:22][C:10]24[CH2:9][CH2:8]3)[CH2:5][CH2:4]1.C(N(CC)CC)C.Cl[C:34]([O:36][CH2:37][C:38]1[CH:43]=[CH:42][CH:41]=[CH:40][CH:39]=1)=[O:35], predict the reaction product. The product is: [CH2:37]([O:36][C:34](=[O:35])[N:2]([CH3:1])[CH:3]1[CH2:16][C:15]2[C:6]([CH3:25])([CH:7]3[CH:12]([CH2:13][CH:14]=2)[CH:11]2[CH2:17][CH2:18][CH:19]4[CH:20]([CH3:24])[N:21]([CH3:23])[CH2:22][C:10]24[CH2:9][CH2:8]3)[CH2:5][CH2:4]1)[C:38]1[CH:43]=[CH:42][CH:41]=[CH:40][CH:39]=1. (8) Given the reactants [C:1]([S:5][C:6]1[C:14]2[C:9](=[CH:10][CH:11]=[C:12]([O:15][CH2:16][C:17]3[CH:22]=[CH:21][CH:20]=[CH:19][N:18]=3)[CH:13]=2)[N:8]([CH2:23][C:24]2[CH:25]=[N:26][C:27]([C:30]3[CH:35]=[CH:34][C:33]([O:36][CH3:37])=C[CH:31]=3)=[CH:28][CH:29]=2)[C:7]=1[CH2:38][C:39]([CH3:44])([CH3:43])[C:40]([OH:42])=[O:41])([CH3:4])([CH3:3])[CH3:2].C(SC1C2C(=CC=C(OCC3C=CC=CN=3)C=2)[N:52](CC2C=NC(C3C=CC(OC(F)(F)F)=CC=3)=CC=2)C=1CC(C)(C)C(O)=O)(C)(C)C.C(SC1C2C(=CC=C(OCC3C=CC=CN=3)C=2)N(CC2C=CC(C3C=CC(OC)=CC=3)=CN=2)C=1CC(C)(C)C(O)=O)(C)(C)C.C(SC1C2C(=CC=C(OCC3C=CC=CN=3)C=2)N(CC2C=CC(C3C=CC(OC(F)(F)F)=CC=3)=CN=2)C=1CC(C)(C)C(O)=O)(C)(C)C, predict the reaction product. The product is: [C:1]([S:5][C:6]1[C:14]2[C:9](=[CH:10][CH:11]=[C:12]([O:15][CH2:16][C:17]3[CH:22]=[CH:21][CH:20]=[CH:19][N:18]=3)[CH:13]=2)[N:8]([CH2:23][C:24]2[CH:29]=[CH:28][C:27]([C:30]3[CH:31]=[N:52][C:33]([O:36][CH3:37])=[CH:34][CH:35]=3)=[N:26][CH:25]=2)[C:7]=1[CH2:38][C:39]([CH3:44])([CH3:43])[C:40]([OH:42])=[O:41])([CH3:2])([CH3:4])[CH3:3].